From a dataset of Reaction yield outcomes from USPTO patents with 853,638 reactions. Predict the reaction yield, written as a fraction of the theoretical maximum amount of product (1.0 means a 100% yield; for example, 0.34 means a 34% yield). (1) The reactants are C(N(CC)CC)C.[CH3:8][C:9]1[NH:13][N:12]=[C:11]([O:14][C:15]2[CH:20]=[CH:19][CH:18]=[CH:17][CH:16]=2)[CH:10]=1.[CH2:21]([N:23]=[C:24]=[O:25])[CH3:22].Cl. The catalyst is C(OCC)(=O)C. The product is [CH2:21]([NH:23][C:24]([N:13]1[C:9]([CH3:8])=[CH:10][C:11]([O:14][C:15]2[CH:16]=[CH:17][CH:18]=[CH:19][CH:20]=2)=[N:12]1)=[O:25])[CH3:22]. The yield is 0.564. (2) The reactants are N(C([O-])=O)=NC([O-])=O.[Br:9][C:10]1[CH:11]=[CH:12][C:13]([N:16]2[CH2:20][CH2:19][C@H:18]([OH:21])[CH2:17]2)=[N:14][CH:15]=1.[Cl:22][C:23]1[C:28](O)=[C:27]([Cl:30])[CH:26]=[C:25]([CH3:31])[CH:24]=1.P(CCCC)(CCCC)CCCC. The catalyst is C1(C)C=CC=CC=1.CCCCCCC.C(Cl)Cl. The product is [Br:9][C:10]1[CH:11]=[CH:12][C:13]([N:16]2[CH2:20][CH2:19][C@@H:18]([O:21][C:28]3[C:23]([Cl:22])=[CH:24][C:25]([CH3:31])=[CH:26][C:27]=3[Cl:30])[CH2:17]2)=[N:14][CH:15]=1. The yield is 0.930. (3) The reactants are [CH2:1]([N:8]1[C:12](=[O:13])[N:11]([C:14]2[CH:15]=[N:16][N:17]([CH2:19][C:20]3[C:21]([CH3:26])=[N:22][O:23][C:24]=3[CH3:25])[CH:18]=2)[C:10](=[O:27])[NH:9]1)[C:2]1[CH:7]=[CH:6][CH:5]=[CH:4][CH:3]=1.[CH3:28][O:29][CH2:30][CH2:31]Br. No catalyst specified. The product is [CH2:1]([N:8]1[C:12](=[O:13])[N:11]([C:14]2[CH:15]=[N:16][N:17]([CH2:19][C:20]3[C:21]([CH3:26])=[N:22][O:23][C:24]=3[CH3:25])[CH:18]=2)[C:10](=[O:27])[N:9]1[CH2:31][CH2:30][O:29][CH3:28])[C:2]1[CH:3]=[CH:4][CH:5]=[CH:6][CH:7]=1. The yield is 0.200.